Dataset: TCR-epitope binding with 47,182 pairs between 192 epitopes and 23,139 TCRs. Task: Binary Classification. Given a T-cell receptor sequence (or CDR3 region) and an epitope sequence, predict whether binding occurs between them. (1) The epitope is YYRRATRRIR. The TCR CDR3 sequence is CASSLWAQVAEDSNQPQHF. Result: 0 (the TCR does not bind to the epitope). (2) The epitope is FIAGLIAIV. The TCR CDR3 sequence is CASGQDTGELFF. Result: 1 (the TCR binds to the epitope). (3) The epitope is KEIDRLNEV. The TCR CDR3 sequence is CASSSSQGMNTEAFF. Result: 1 (the TCR binds to the epitope). (4) The epitope is RLRAEAQVK. The TCR CDR3 sequence is CASSPAGGTDTQYF. Result: 1 (the TCR binds to the epitope). (5) The epitope is YLQPRTFLL. The TCR CDR3 sequence is CASRGLLGGITEAFF. Result: 0 (the TCR does not bind to the epitope). (6) The epitope is VTIAEILLI. The TCR CDR3 sequence is CASSLSMGGAGELFF. Result: 0 (the TCR does not bind to the epitope). (7) The epitope is KLSYGIATV. The TCR CDR3 sequence is CSVAQVNTDTQYF. Result: 1 (the TCR binds to the epitope).